From a dataset of Forward reaction prediction with 1.9M reactions from USPTO patents (1976-2016). Predict the product of the given reaction. (1) The product is: [CH:3]1([C:6]2[C:32]([CH:33]3[CH2:35][CH2:34]3)=[CH:31][C:9]([CH2:10][N:11]3[CH2:14][C:13]4([CH2:18][C:17]([N:19]5[CH2:24][CH2:23][C:22]([CH3:30])([C:25]([OH:27])=[O:26])[CH2:21][CH2:20]5)=[N:16][O:15]4)[CH2:12]3)=[C:8]([O:36][CH2:37][CH3:38])[CH:7]=2)[CH2:4][CH2:5]1. Given the reactants [OH-].[Na+].[CH:3]1([C:6]2[C:32]([CH:33]3[CH2:35][CH2:34]3)=[CH:31][C:9]([CH2:10][N:11]3[CH2:14][C:13]4([CH2:18][C:17]([N:19]5[CH2:24][CH2:23][C:22]([CH3:30])([C:25]([O:27]CC)=[O:26])[CH2:21][CH2:20]5)=[N:16][O:15]4)[CH2:12]3)=[C:8]([O:36][CH2:37][CH3:38])[CH:7]=2)[CH2:5][CH2:4]1, predict the reaction product. (2) The product is: [Br:1][C:2]1[CH:7]=[CH:6][CH:5]=[C:4]([CH2:8][CH2:12][CH:11]=[CH2:10])[CH:3]=1. Given the reactants [Br:1][C:2]1[CH:7]=[CH:6][CH:5]=[C:4]([CH2:8]Br)[CH:3]=1.[CH2:10]([Mg]Br)[CH:11]=[CH2:12], predict the reaction product. (3) Given the reactants C([N:8]1[CH2:12][CH2:11][C:10]([C:20]2[CH:21]=[C:22]3[C:26](=[CH:27][CH:28]=2)[NH:25][CH:24]=[CH:23]3)([CH2:13][C:14]2[CH:19]=[CH:18][CH:17]=[CH:16][CH:15]=2)[CH2:9]1)C1C=CC=CC=1, predict the reaction product. The product is: [CH2:13]([C:10]1([C:20]2[CH:21]=[C:22]3[C:26](=[CH:27][CH:28]=2)[NH:25][CH:24]=[CH:23]3)[CH2:11][CH2:12][NH:8][CH2:9]1)[C:14]1[CH:19]=[CH:18][CH:17]=[CH:16][CH:15]=1. (4) Given the reactants Cl[C:2]1[S:6][N:5]=[C:4]([CH:7]2[CH2:9][CH2:8]2)[N:3]=1.O.NN.C[N:14](C)[CH:15]=[CH:16][C:17]#[N:18].C[N:21](C)C(=O)C, predict the reaction product. The product is: [CH:7]1([C:4]2[N:3]=[C:2]([N:21]3[C:15]([NH2:14])=[CH:16][CH:17]=[N:18]3)[S:6][N:5]=2)[CH2:9][CH2:8]1. (5) The product is: [CH2:1]([N:8]1[CH2:12][CH2:11][CH:10]([NH:13][C:14]2[N:19]=[C:18]([CH3:20])[C:17]([CH:21]=[O:22])=[CH:16][N:15]=2)[CH2:9]1)[C:2]1[CH:7]=[CH:6][CH:5]=[CH:4][CH:3]=1. Given the reactants [CH2:1]([N:8]1[CH2:12][CH2:11][CH:10]([NH:13][C:14]2[N:19]=[C:18]([CH3:20])[C:17]([CH2:21][OH:22])=[CH:16][N:15]=2)[CH2:9]1)[C:2]1[CH:7]=[CH:6][CH:5]=[CH:4][CH:3]=1, predict the reaction product. (6) Given the reactants [F:1][C:2]1[CH:11]=[C:10]2[C:5]([CH:6]=[CH:7][CH:8]=[N:9]2)=[C:4]([CH2:12][C:13]([O:15]C(C)(C)C)=[O:14])[CH:3]=1.FC1C=C(CC(OC(C)(C)C)=O)C=C2C=1C=CC=N2.Cl, predict the reaction product. The product is: [F:1][C:2]1[CH:11]=[C:10]2[C:5]([CH:6]=[CH:7][CH:8]=[N:9]2)=[C:4]([CH2:12][C:13]([OH:15])=[O:14])[CH:3]=1. (7) Given the reactants [Br:1][C:2]1[CH:3]=[C:4]2[C:9](=[CH:10][CH:11]=1)[N:8]=[CH:7][C:6]([C:12](=[O:14])[CH3:13])=[C:5]2Cl.[CH3:16][N:17]1[CH2:21][CH2:20][CH:19]([N:22]2[CH:26]=[C:25]([NH2:27])[CH:24]=[N:23]2)[CH2:18]1, predict the reaction product. The product is: [Br:1][C:2]1[CH:3]=[C:4]2[C:9](=[CH:10][CH:11]=1)[N:8]=[CH:7][C:6]([C:12](=[O:14])[CH3:13])=[C:5]2[NH:27][C:25]1[CH:24]=[N:23][N:22]([CH:19]2[CH2:20][CH2:21][N:17]([CH3:16])[CH2:18]2)[CH:26]=1.